Dataset: Forward reaction prediction with 1.9M reactions from USPTO patents (1976-2016). Task: Predict the product of the given reaction. (1) Given the reactants [NH2:1][C:2]([C:4]1[CH:5]=[N:6][C:7]2[C:12]([C:13]=1[NH:14][C:15]1[CH:16]=[C:17]([CH:23]=[CH:24][CH:25]=1)[C:18]([O:20]CC)=[O:19])=[CH:11][CH:10]=[C:9](Br)[CH:8]=2)=[O:3].[Cl:27][C:28]1[C:33](B(O)O)=[CH:32][CH:31]=[C:30]([O:37][CH3:38])[N:29]=1.C(=O)([O-])[O-].[K+].[K+].[OH-].[Na+], predict the reaction product. The product is: [NH2:1][C:2]([C:4]1[CH:5]=[N:6][C:7]2[C:12]([C:13]=1[NH:14][C:15]1[CH:16]=[C:17]([CH:23]=[CH:24][CH:25]=1)[C:18]([OH:20])=[O:19])=[CH:11][CH:10]=[C:9]([C:33]1[C:28]([Cl:27])=[N:29][C:30]([O:37][CH3:38])=[CH:31][CH:32]=1)[CH:8]=2)=[O:3]. (2) Given the reactants [F:1][C:2]1[CH:3]=[C:4]([C:12]2[C:13]3[CH:20]([CH2:21][C:22]([NH:24][CH3:25])=[O:23])[CH2:19][CH2:18][C:14]=3[CH:15]=[N:16][CH:17]=2)[CH:5]=[CH:6][C:7]=1[C:8]([F:11])([F:10])[F:9].[NH:26]1[CH:30]=[CH:29]C(N)=[N:27]1, predict the reaction product. The product is: [F:1][C:2]1[CH:3]=[C:4]([C:12]2[C:13]3[CH:20]([CH2:21][C:22]([NH:24][C:25]4[CH:29]=[CH:30][NH:26][N:27]=4)=[O:23])[CH2:19][CH2:18][C:14]=3[CH:15]=[N:16][CH:17]=2)[CH:5]=[CH:6][C:7]=1[C:8]([F:11])([F:9])[F:10]. (3) Given the reactants C([N:8]([CH2:22][CH3:23])[C@@H:9]1[C@@H:13]([OH:14])[CH2:12][N:11]([C:15]([O:17][C:18]([CH3:21])([CH3:20])[CH3:19])=[O:16])[CH2:10]1)C1C=CC=CC=1.[CH2:24]([Si:26](Cl)([CH2:29][CH3:30])[CH2:27][CH3:28])[CH3:25], predict the reaction product. The product is: [CH2:22]([NH:8][C@@H:9]1[C@@H:13]([O:14][Si:26]([CH2:29][CH3:30])([CH2:27][CH3:28])[CH2:24][CH3:25])[CH2:12][N:11]([C:15]([O:17][C:18]([CH3:19])([CH3:20])[CH3:21])=[O:16])[CH2:10]1)[CH3:23]. (4) Given the reactants [N:1]1([CH2:6][CH2:7][C@H:8]2[CH2:13][C@@H:12]([O:14][Si](C(C)(C)C)(C3C=CC=CC=3)C3C=CC=CC=3)[CH2:11][CH2:10][C@@:9]2([C@H:33]2[CH2:41][CH2:40][C@@:39]3([CH3:42])[C@@H:35]([CH2:36][CH2:37][C:38]3=[CH2:43])[C@@H:34]2[OH:44])[CH3:32])[CH:5]=[CH:4][CH:3]=[N:2]1.CCCC[N+](CCCC)(CCCC)CCCC.[F-], predict the reaction product. The product is: [N:1]1([CH2:6][CH2:7][C@H:8]2[CH2:13][C@@H:12]([OH:14])[CH2:11][CH2:10][C@@:9]2([C@H:33]2[CH2:41][CH2:40][C@@:39]3([CH3:42])[C@@H:35]([CH2:36][CH2:37][C:38]3=[CH2:43])[C@@H:34]2[OH:44])[CH3:32])[CH:5]=[CH:4][CH:3]=[N:2]1.